From a dataset of Peptide-MHC class I binding affinity with 185,985 pairs from IEDB/IMGT. Regression. Given a peptide amino acid sequence and an MHC pseudo amino acid sequence, predict their binding affinity value. This is MHC class I binding data. (1) The peptide sequence is KTFDHTLMS. The MHC is H-2-Db with pseudo-sequence H-2-Db. The binding affinity (normalized) is 0. (2) The peptide sequence is VFMDNAFKK. The MHC is HLA-A30:01 with pseudo-sequence HLA-A30:01. The binding affinity (normalized) is 0.593. (3) The peptide sequence is GPPPPTPL. The MHC is Mamu-A01 with pseudo-sequence Mamu-A01. The binding affinity (normalized) is 0.623. (4) The peptide sequence is EKPPVRPIF. The MHC is HLA-B58:01 with pseudo-sequence HLA-B58:01. The binding affinity (normalized) is 0.0847. (5) The peptide sequence is GLVFHSQPI. The MHC is HLA-A02:01 with pseudo-sequence HLA-A02:01. The binding affinity (normalized) is 0.496. (6) The peptide sequence is YAVINRNVL. The MHC is H-2-Kb with pseudo-sequence H-2-Kb. The binding affinity (normalized) is 0. (7) The peptide sequence is QVIFKCVPK. The MHC is HLA-B35:01 with pseudo-sequence HLA-B35:01. The binding affinity (normalized) is 0.0847. (8) The peptide sequence is TVPWPNASL. The MHC is Mamu-A01 with pseudo-sequence Mamu-A01. The binding affinity (normalized) is 0.981. (9) The binding affinity (normalized) is 0.0412. The MHC is HLA-A11:01 with pseudo-sequence HLA-A11:01. The peptide sequence is RISGVDRYY.